Dataset: Full USPTO retrosynthesis dataset with 1.9M reactions from patents (1976-2016). Task: Predict the reactants needed to synthesize the given product. Given the product [CH2:1]([O:4][C:5]([NH:7][C@H:8]([CH:18]=[O:19])[CH2:9][CH2:10][C:11](=[N:25][NH:26][C:27]([NH2:29])=[O:28])[O:13][C:14]([CH3:17])([CH3:16])[CH3:15])=[O:6])[CH:2]=[CH2:3], predict the reactants needed to synthesize it. The reactants are: [CH2:1]([O:4][C:5]([NH:7][C@H:8]([CH:18]=[O:19])[CH2:9][CH2:10][C:11]([O:13][C:14]([CH3:17])([CH3:16])[CH3:15])=O)=[O:6])[CH:2]=[CH2:3].C([O-])(=O)C.[Na+].[NH2:25][NH:26][C:27]([NH2:29])=[O:28].